Dataset: Forward reaction prediction with 1.9M reactions from USPTO patents (1976-2016). Task: Predict the product of the given reaction. (1) Given the reactants [NH2:1][C:2]1[N:7]2[N:8]=[C:9]([CH3:11])[CH:10]=[C:6]2[N:5]=[CH:4][C:3]=1[CH2:12][OH:13], predict the reaction product. The product is: [NH2:1][C:2]1[N:7]2[N:8]=[C:9]([CH3:11])[CH:10]=[C:6]2[N:5]=[CH:4][C:3]=1[CH:12]=[O:13]. (2) Given the reactants [CH3:1][CH:2]([CH2:4][N:5]([S:29]([C:32]1[CH:33]=[CH:34][C:35]([NH2:38])=[CH:36][CH:37]=1)(=[O:31])=[O:30])[CH2:6][C@@H:7]([OH:28])[C@@H:8]([NH:16][C:17]([O:19][C@@H:20]1[C@@H:24]2[CH2:25][CH2:26][O:27][C@@H:23]2[O:22][CH2:21]1)=[O:18])[CH2:9][C:10]1[CH:11]=[CH:12][CH:13]=[CH:14][CH:15]=1)[CH3:3].CCN(C(C)C)C(C)C.[C:48](Cl)(=[O:70])[CH2:49][CH2:50]/[CH:51]=[CH:52]\[CH2:53]/[CH:54]=[CH:55]\[CH2:56]/[CH:57]=[CH:58]\[CH2:59]/[CH:60]=[CH:61]\[CH2:62]/[CH:63]=[CH:64]\[CH2:65]/[CH:66]=[CH:67]\[CH2:68][CH3:69], predict the reaction product. The product is: [O:22]1[C@H:23]2[O:27][CH2:26][CH2:25][C@H:24]2[C@@H:20]([O:19][C:17](=[O:18])[NH:16][C@H:8]([C@H:7]([OH:28])[CH2:6][N:5]([CH2:4][CH:2]([CH3:1])[CH3:3])[S:29]([C:32]2[CH:37]=[CH:36][C:35]([NH:38][C:48](=[O:70])[CH2:49][CH2:50]/[CH:51]=[CH:52]\[CH2:53]/[CH:54]=[CH:55]\[CH2:56]/[CH:57]=[CH:58]\[CH2:59]/[CH:60]=[CH:61]\[CH2:62]/[CH:63]=[CH:64]\[CH2:65]/[CH:66]=[CH:67]\[CH2:68][CH3:69])=[CH:34][CH:33]=2)(=[O:31])=[O:30])[CH2:9][C:10]2[CH:15]=[CH:14][CH:13]=[CH:12][CH:11]=2)[CH2:21]1. (3) Given the reactants [F:1][CH:2]([F:23])[O:3][C:4]1[C:5]([OH:22])=[C:6]([C:12]2[CH:13]=[C:14]3[C:18](=[CH:19][CH:20]=2)[C:17](=[O:21])[O:16][CH2:15]3)[CH:7]=[CH:8][C:9]=1[O:10][CH3:11].C(=O)([O-])[O-].[K+].[K+].Br[CH2:31][C:32]1([CH2:36][OH:37])[CH2:35][O:34][CH2:33]1, predict the reaction product. The product is: [F:23][CH:2]([F:1])[O:3][C:4]1[C:5]([O:22][CH2:31][C:32]2([CH2:36][OH:37])[CH2:35][O:34][CH2:33]2)=[C:6]([C:12]2[CH:13]=[C:14]3[C:18](=[CH:19][CH:20]=2)[C:17](=[O:21])[O:16][CH2:15]3)[CH:7]=[CH:8][C:9]=1[O:10][CH3:11]. (4) Given the reactants [CH3:1][O:2][C:3]([C:5]1[S:14][C:8]2[N:9]=[CH:10][N:11]=[C:12](Cl)[C:7]=2[C:6]=1[CH3:15])=[O:4].[F:16][C:17]1[CH:23]=[CH:22][C:20]([NH2:21])=[C:19]([O:24][C@@H:25]2[CH2:30][CH2:29][CH2:28][O:27][CH2:26]2)[CH:18]=1, predict the reaction product. The product is: [CH3:1][O:2][C:3]([C:5]1[S:14][C:8]2[N:9]=[CH:10][N:11]=[C:12]([NH:21][C:20]3[CH:22]=[CH:23][C:17]([F:16])=[CH:18][C:19]=3[O:24][C@@H:25]3[CH2:30][CH2:29][CH2:28][O:27][CH2:26]3)[C:7]=2[C:6]=1[CH3:15])=[O:4]. (5) The product is: [Br:1][C:2]1[C:3]([F:21])=[C:4]([C:8]([CH3:20])=[C:9]([N:11]([CH2:18][CH3:19])[CH:12]2[CH2:17][CH2:16][O:15][CH2:14][CH2:13]2)[CH:10]=1)[C:5]([NH:64][CH2:65][C:66]1[C:67](=[O:74])[NH:68][C:69]([CH3:73])=[CH:70][C:71]=1[CH3:72])=[O:7]. Given the reactants [Br:1][C:2]1[C:3]([F:21])=[C:4]([C:8]([CH3:20])=[C:9]([N:11]([CH2:18][CH3:19])[CH:12]2[CH2:17][CH2:16][O:15][CH2:14][CH2:13]2)[CH:10]=1)[C:5]([OH:7])=O.C1CN([P+](ON2N=NC3C=CC=CC2=3)(N2CCCC2)N2CCCC2)CC1.F[P-](F)(F)(F)(F)F.C(N(C(C)C)C(C)C)C.[NH2:64][CH2:65][C:66]1[C:67](=[O:74])[NH:68][C:69]([CH3:73])=[CH:70][C:71]=1[CH3:72], predict the reaction product.